Dataset: NCI-60 drug combinations with 297,098 pairs across 59 cell lines. Task: Regression. Given two drug SMILES strings and cell line genomic features, predict the synergy score measuring deviation from expected non-interaction effect. (1) Drug 1: C1=CC(=CC=C1CCCC(=O)O)N(CCCl)CCCl. Drug 2: C(=O)(N)NO. Cell line: SK-MEL-2. Synergy scores: CSS=1.97, Synergy_ZIP=-2.32, Synergy_Bliss=-3.62, Synergy_Loewe=-16.5, Synergy_HSA=-6.66. (2) Drug 1: COCCOC1=C(C=C2C(=C1)C(=NC=N2)NC3=CC=CC(=C3)C#C)OCCOC. Drug 2: CC1CC(C(C(C=C(C(C(C=CC=C(C(=O)NC2=CC(=O)C(=C(C1)C2=O)OC)C)OC)OC(=O)N)C)C)O)OC. Cell line: HT29. Synergy scores: CSS=73.4, Synergy_ZIP=3.07, Synergy_Bliss=1.24, Synergy_Loewe=0.794, Synergy_HSA=3.71. (3) Drug 1: CN1C2=C(C=C(C=C2)N(CCCl)CCCl)N=C1CCCC(=O)O.Cl. Drug 2: C1CCC(C(C1)N)N.C(=O)(C(=O)[O-])[O-].[Pt+4]. Cell line: HT29. Synergy scores: CSS=26.5, Synergy_ZIP=2.78, Synergy_Bliss=4.37, Synergy_Loewe=-23.2, Synergy_HSA=2.87.